This data is from NCI-60 drug combinations with 297,098 pairs across 59 cell lines. The task is: Regression. Given two drug SMILES strings and cell line genomic features, predict the synergy score measuring deviation from expected non-interaction effect. (1) Drug 1: CC(C1=C(C=CC(=C1Cl)F)Cl)OC2=C(N=CC(=C2)C3=CN(N=C3)C4CCNCC4)N. Drug 2: CCC1(CC2CC(C3=C(CCN(C2)C1)C4=CC=CC=C4N3)(C5=C(C=C6C(=C5)C78CCN9C7C(C=CC9)(C(C(C8N6C)(C(=O)OC)O)OC(=O)C)CC)OC)C(=O)OC)O.OS(=O)(=O)O. Cell line: HS 578T. Synergy scores: CSS=34.8, Synergy_ZIP=5.43, Synergy_Bliss=10.8, Synergy_Loewe=-34.3, Synergy_HSA=6.65. (2) Cell line: RXF 393. Drug 1: CCCCC(=O)OCC(=O)C1(CC(C2=C(C1)C(=C3C(=C2O)C(=O)C4=C(C3=O)C=CC=C4OC)O)OC5CC(C(C(O5)C)O)NC(=O)C(F)(F)F)O. Synergy scores: CSS=18.3, Synergy_ZIP=3.47, Synergy_Bliss=3.83, Synergy_Loewe=-2.59, Synergy_HSA=4.22. Drug 2: C1CC(=O)NC(=O)C1N2C(=O)C3=CC=CC=C3C2=O. (3) Drug 1: CCC1(CC2CC(C3=C(CCN(C2)C1)C4=CC=CC=C4N3)(C5=C(C=C6C(=C5)C78CCN9C7C(C=CC9)(C(C(C8N6C)(C(=O)OC)O)OC(=O)C)CC)OC)C(=O)OC)O.OS(=O)(=O)O. Drug 2: C1=CC=C(C=C1)NC(=O)CCCCCCC(=O)NO. Cell line: U251. Synergy scores: CSS=-3.80, Synergy_ZIP=-4.26, Synergy_Bliss=-2.18, Synergy_Loewe=-7.42, Synergy_HSA=-6.73. (4) Drug 1: C1C(C(OC1N2C=NC3=C(N=C(N=C32)Cl)N)CO)O. Drug 2: N.N.Cl[Pt+2]Cl. Cell line: KM12. Synergy scores: CSS=27.5, Synergy_ZIP=-12.0, Synergy_Bliss=-4.20, Synergy_Loewe=-1.75, Synergy_HSA=-1.39. (5) Drug 1: C1CC(C1)(C(=O)O)C(=O)O.[NH2-].[NH2-].[Pt+2]. Drug 2: C1=CC=C(C(=C1)C(C2=CC=C(C=C2)Cl)C(Cl)Cl)Cl. Cell line: CAKI-1. Synergy scores: CSS=-4.30, Synergy_ZIP=-0.422, Synergy_Bliss=-1.45, Synergy_Loewe=-4.87, Synergy_HSA=-3.61. (6) Drug 1: C1=CC(=CC=C1C#N)C(C2=CC=C(C=C2)C#N)N3C=NC=N3. Drug 2: CS(=O)(=O)CCNCC1=CC=C(O1)C2=CC3=C(C=C2)N=CN=C3NC4=CC(=C(C=C4)OCC5=CC(=CC=C5)F)Cl. Cell line: OVCAR-8. Synergy scores: CSS=0.307, Synergy_ZIP=-2.91, Synergy_Bliss=-1.22, Synergy_Loewe=-4.38, Synergy_HSA=-3.26. (7) Drug 1: C1CN1P(=S)(N2CC2)N3CC3. Drug 2: C1CC(C1)(C(=O)O)C(=O)O.[NH2-].[NH2-].[Pt+2]. Cell line: NCIH23. Synergy scores: CSS=18.3, Synergy_ZIP=-8.40, Synergy_Bliss=0.914, Synergy_Loewe=-3.55, Synergy_HSA=2.66. (8) Drug 1: C1=CC=C(C=C1)NC(=O)CCCCCCC(=O)NO. Drug 2: B(C(CC(C)C)NC(=O)C(CC1=CC=CC=C1)NC(=O)C2=NC=CN=C2)(O)O. Cell line: HT29. Synergy scores: CSS=74.8, Synergy_ZIP=2.65, Synergy_Bliss=4.01, Synergy_Loewe=-4.37, Synergy_HSA=3.75. (9) Drug 1: CCC1(CC2CC(C3=C(CCN(C2)C1)C4=CC=CC=C4N3)(C5=C(C=C6C(=C5)C78CCN9C7C(C=CC9)(C(C(C8N6C)(C(=O)OC)O)OC(=O)C)CC)OC)C(=O)OC)O.OS(=O)(=O)O. Drug 2: C1CNP(=O)(OC1)N(CCCl)CCCl. Cell line: RXF 393. Synergy scores: CSS=4.05, Synergy_ZIP=-1.21, Synergy_Bliss=0.257, Synergy_Loewe=-4.30, Synergy_HSA=-0.843. (10) Drug 1: CC1=C(C=C(C=C1)C(=O)NC2=CC(=CC(=C2)C(F)(F)F)N3C=C(N=C3)C)NC4=NC=CC(=N4)C5=CN=CC=C5. Drug 2: CC1CCC2CC(C(=CC=CC=CC(CC(C(=O)C(C(C(=CC(C(=O)CC(OC(=O)C3CCCCN3C(=O)C(=O)C1(O2)O)C(C)CC4CCC(C(C4)OC)O)C)C)O)OC)C)C)C)OC. Cell line: U251. Synergy scores: CSS=9.41, Synergy_ZIP=1.05, Synergy_Bliss=12.0, Synergy_Loewe=-9.77, Synergy_HSA=1.54.